This data is from Catalyst prediction with 721,799 reactions and 888 catalyst types from USPTO. The task is: Predict which catalyst facilitates the given reaction. (1) Reactant: Br.[NH2:2][C:3]1[CH:11]=[CH:10][CH:9]=[C:8]2[C:4]=1[CH:5]([CH3:14])[CH2:6][C:7]2([CH3:13])[CH3:12].[OH-].[Na+].C1(C)C=CC=CC=1. Product: [NH2:2][C:3]1[CH:11]=[CH:10][CH:9]=[C:8]2[C:4]=1[CH:5]([CH3:14])[CH2:6][C:7]2([CH3:13])[CH3:12]. The catalyst class is: 6. (2) Reactant: Br[C:2]1[CH:7]=[CH:6][C:5]([Br:8])=[CH:4][CH:3]=1.[Li]CCCC.[F:14][C:15]1[CH:22]=[CH:21][C:18]([CH:19]=[O:20])=[CH:17][CH:16]=1. Product: [Br:8][C:5]1[CH:6]=[CH:7][C:2]([CH:19]([C:18]2[CH:21]=[CH:22][C:15]([F:14])=[CH:16][CH:17]=2)[OH:20])=[CH:3][CH:4]=1. The catalyst class is: 49. (3) Reactant: [CH2:1]([O:3][C:4]([C:6]1([C:9]2[CH:14]=[CH:13][C:12]([C:15]3[CH:20]=[CH:19][C:18]([C:21]4[S:22][C:23]([F:29])=[CH:24][C:25]=4C(O)=O)=[CH:17][C:16]=3[O:30][CH3:31])=[CH:11][CH:10]=2)[CH2:8][CH2:7]1)=[O:5])[CH3:2].C([N:34]([CH2:37]C)CC)C.C1(P(N=[N+]=[N-])(C2C=CC=CC=2)=[O:46])C=CC=CC=1.[Cl:56][C:57]1[CH:62]=[CH:61][C:60]([F:63])=[CH:59][C:58]=1[CH:64]([OH:66])[CH3:65]. Product: [CH2:1]([O:3][C:4]([C:6]1([C:9]2[CH:10]=[CH:11][C:12]([C:15]3[CH:20]=[CH:19][C:18]([C:21]4[S:22][C:23]([F:29])=[CH:24][C:25]=4[NH:34][C:37]([O:66][CH:64]([C:58]4[CH:59]=[C:60]([F:63])[CH:61]=[CH:62][C:57]=4[Cl:56])[CH3:65])=[O:46])=[CH:17][C:16]=3[O:30][CH3:31])=[CH:13][CH:14]=2)[CH2:8][CH2:7]1)=[O:5])[CH3:2]. The catalyst class is: 727.